From a dataset of Blood-brain barrier permeability classification from the B3DB database. Regression/Classification. Given a drug SMILES string, predict its absorption, distribution, metabolism, or excretion properties. Task type varies by dataset: regression for continuous measurements (e.g., permeability, clearance, half-life) or binary classification for categorical outcomes (e.g., BBB penetration, CYP inhibition). Dataset: b3db_classification. (1) The compound is COc1ccc2c(c1)N(C[C@@H](C)CN1CCC(O)CC1)c1ccccc1S2. The result is 1 (penetrates BBB). (2) The compound is CC(=O)C1(O)CCC2C3C=C(C)C4=CC(=O)CCC4(C)C3CCC21C. The result is 0 (does not penetrate BBB). (3) The drug is Cc1ccccc1N1C(=O)c2cc(S(N)(=O)=O)c(Cl)cc2NC1C. The result is 0 (does not penetrate BBB). (4) The drug is CCCCCNC12C=CC(=O)C3Oc4c(O)ccc5c4C31CCN(C)C2C5. The result is 1 (penetrates BBB). (5) The compound is CO/N=C(\C(=O)N[C@H]1C(=O)N2C(C(=O)O)=C(CSc3cnns3)CS[C@@H]12)c1csc(N)n1. The result is 0 (does not penetrate BBB). (6) The molecule is Cc1nnc2n1-c1ccc(Cl)cc1C(c1ccccc1)=NC2O. The result is 0 (does not penetrate BBB).